Dataset: Reaction yield outcomes from USPTO patents with 853,638 reactions. Task: Predict the reaction yield, written as a fraction of the theoretical maximum amount of product (1.0 means a 100% yield; for example, 0.34 means a 34% yield). (1) The reactants are [F:1][C:2]([F:20])([F:19])[C:3]([NH:5][C@H:6]1[C:14]2[C:9](=[CH:10][CH:11]=[C:12]([C:15]([O:17][CH3:18])=[O:16])[CH:13]=2)[CH2:8][CH2:7]1)=O.S(C)C. The catalyst is C1COCC1. The product is [F:1][C:2]([F:19])([F:20])[CH2:3][NH:5][C@H:6]1[C:14]2[C:9](=[CH:10][CH:11]=[C:12]([C:15]([O:17][CH3:18])=[O:16])[CH:13]=2)[CH2:8][CH2:7]1. The yield is 0.430. (2) The reactants are Br[C:2]1[C:12]2[O:11][CH2:10][CH2:9][N:8]([C:13]([O:15][C:16]([CH3:19])([CH3:18])[CH3:17])=[O:14])[CH2:7][C:6]=2[CH:5]=[CH:4][CH:3]=1.Cl.[F:21][C:22]1([F:27])[CH2:26][CH2:25][NH:24][CH2:23]1.CC(C)([O-])C.[Na+].O. The catalyst is C1(C)C=CC=CC=1.C1C=CC(/C=C/C(/C=C/C2C=CC=CC=2)=O)=CC=1.C1C=CC(/C=C/C(/C=C/C2C=CC=CC=2)=O)=CC=1.C1C=CC(/C=C/C(/C=C/C2C=CC=CC=2)=O)=CC=1.[Pd].[Pd]. The product is [F:21][C:22]1([F:27])[CH2:26][CH2:25][N:24]([C:2]2[C:12]3[O:11][CH2:10][CH2:9][N:8]([C:13]([O:15][C:16]([CH3:19])([CH3:18])[CH3:17])=[O:14])[CH2:7][C:6]=3[CH:5]=[CH:4][CH:3]=2)[CH2:23]1. The yield is 0.298. (3) The reactants are [N+:1]([C:4]1[CH:11]=[CH:10][C:7]([CH:8]=O)=[CH:6][CH:5]=1)([O-:3])=[O:2].[C:12]([O:23][CH2:24][Si:25]([CH3:28])([CH3:27])[CH3:26])(=[O:22])[CH2:13][C:14]([O:16][CH2:17][Si:18]([CH3:21])([CH3:20])[CH3:19])=[O:15].O.CCCCCCC.CCOC(C)=O. The catalyst is C1(C)C=CC=CC=1. The product is [N+:1]([C:4]1[CH:11]=[CH:10][C:7]([CH:8]=[C:13]([C:14]([O:16][CH2:17][Si:18]([CH3:19])([CH3:21])[CH3:20])=[O:15])[C:12]([O:23][CH2:24][Si:25]([CH3:26])([CH3:27])[CH3:28])=[O:22])=[CH:6][CH:5]=1)([O-:3])=[O:2]. The yield is 0.570. (4) The reactants are C([C:5]1[N:6]([CH2:17][C@@H:18]2[CH2:22][O:21][C:20]([CH3:24])([CH3:23])[O:19]2)[C:7]2[C:12]([CH:13]=1)=[CH:11][C:10]([N+:14]([O-])=O)=[CH:9][CH:8]=2)(C)(C)C.C([O-])=O.[NH4+]. The catalyst is C(O)C.O.[Pd]. The product is [CH3:23][C:20]1([CH3:24])[O:19][CH:18]([CH2:17][N:6]2[C:7]3[C:12](=[CH:11][C:10]([NH2:14])=[CH:9][CH:8]=3)[CH:13]=[CH:5]2)[CH2:22][O:21]1. The yield is 0.980. (5) The reactants are [C:1]([C:5]1[O:9][N:8]=[C:7]([NH:10][C:11]([NH:13][C:14]2[CH:19]=[CH:18][CH:17]=[C:16]([S:20][C:21]3[C:30]4[C:25](=[CH:26][C:27]([O:41][CH3:42])=[C:28]([O:31][CH2:32][CH2:33][CH2:34][N:35]5[CH2:40][CH2:39]C[CH2:37][CH2:36]5)[CH:29]=4)[N:24]=[CH:23][N:22]=3)[CH:15]=2)=[O:12])[CH:6]=1)([CH3:4])([CH3:3])[CH3:2].[CH3:43][S:44]([N:47]1CCNCC1)(=[O:46])=[O:45]. No catalyst specified. The product is [C:1]([C:5]1[O:9][N:8]=[C:7]([NH:10][C:11]([NH:13][C:14]2[CH:19]=[CH:18][CH:17]=[C:16]([S:20][C:21]3[C:30]4[C:25](=[CH:26][C:27]([O:41][CH3:42])=[C:28]([O:31][CH2:32][CH2:33][CH2:34][N:35]5[CH2:40][CH2:39][N:47]([S:44]([CH3:43])(=[O:46])=[O:45])[CH2:37][CH2:36]5)[CH:29]=4)[N:24]=[CH:23][N:22]=3)[CH:15]=2)=[O:12])[CH:6]=1)([CH3:3])([CH3:2])[CH3:4]. The yield is 0.220. (6) The reactants are [Br:1]Br.C1(P(C2C=CC=CC=2)C2C=CC=CC=2)C=CC=CC=1.[CH3:22][O:23][CH2:24][C:25]1[CH:26]=[C:27]([C:31]2[O:35][CH:34]=[N:33][C:32]=2[CH2:36]O)[CH:28]=[CH:29][CH:30]=1. The catalyst is C(Cl)Cl. The product is [Br:1][CH2:36][C:32]1[N:33]=[CH:34][O:35][C:31]=1[C:27]1[CH:28]=[CH:29][CH:30]=[C:25]([CH2:24][O:23][CH3:22])[CH:26]=1. The yield is 0.270. (7) The reactants are ClC1C=C([C:9]2[N:13]3[C:14]4[N:22]=[C:21]([O:23][CH3:24])[CH:20]=[CH:19][C:15]=4[N:16]=[C:17]([CH3:18])[C:12]3=[C:11]([CH3:25])[N:10]=2)C=C(Cl)C=1.[Cl:26][C:27]1[CH:32]=[CH:31][C:30]([F:33])=[CH:29][C:28]=1B(O)O. No catalyst specified. The product is [Cl:26][C:27]1[CH:32]=[CH:31][C:30]([F:33])=[CH:29][C:28]=1[C:9]1[N:13]2[C:14]3[N:22]=[C:21]([O:23][CH3:24])[CH:20]=[CH:19][C:15]=3[N:16]=[C:17]([CH3:18])[C:12]2=[C:11]([CH3:25])[N:10]=1. The yield is 0.430. (8) No catalyst specified. The product is [Br:1][C:2]1[CH:3]=[C:4]2[C:9](=[CH:10][CH:11]=1)[N:8]=[CH:7][C:6]([C:12]#[N:13])=[C:5]2[NH:25][C@H:22]1[CH2:23][CH2:24][C@H:19]([N:18]([CH3:26])[CH3:17])[CH2:20][CH2:21]1. The yield is 0.150. The reactants are [Br:1][C:2]1[CH:3]=[C:4]2[C:9](=[CH:10][CH:11]=1)[N:8]=[CH:7][C:6]([C:12]#[N:13])=[C:5]2Cl.Cl.Cl.[CH3:17][N:18]([CH3:26])[C@H:19]1[CH2:24][CH2:23][C@H:22]([NH2:25])[CH2:21][CH2:20]1.